From a dataset of Full USPTO retrosynthesis dataset with 1.9M reactions from patents (1976-2016). Predict the reactants needed to synthesize the given product. (1) Given the product [CH:27]([NH:31][C:5]([N:23]1[C:24]([CH3:26])=[CH:25][C:21]([O:20][C:11]2[C:10]([Cl:9])=[CH:15][C:14]([C:16]([F:18])([F:19])[F:17])=[CH:13][N:12]=2)=[N:22]1)=[O:4])([CH2:29][CH3:30])[CH3:28], predict the reactants needed to synthesize it. The reactants are: ClC([O:4][C:5](Cl)(Cl)Cl)=O.[Cl:9][C:10]1[C:11]([O:20][C:21]2[CH:25]=[C:24]([CH3:26])[NH:23][N:22]=2)=[N:12][CH:13]=[C:14]([C:16]([F:19])([F:18])[F:17])[CH:15]=1.[CH:27]([NH2:31])([CH2:29][CH3:30])[CH3:28].C(=O)([O-])[O-].[K+].[K+]. (2) Given the product [CH2:10]([N:12]([CH2:28][CH3:29])[C:13](=[O:27])[C:14]1[C:19]([CH2:20][F:7])=[CH:18][CH:17]=[C:16]([F:22])[C:15]=1[Si:23]([CH3:26])([CH3:25])[CH3:24])[CH3:11], predict the reactants needed to synthesize it. The reactants are: CCN(S(F)(F)[F:7])CC.[CH2:10]([N:12]([CH2:28][CH3:29])[C:13](=[O:27])[C:14]1[C:19]([CH2:20]O)=[CH:18][CH:17]=[C:16]([F:22])[C:15]=1[Si:23]([CH3:26])([CH3:25])[CH3:24])[CH3:11]. (3) Given the product [Br:19][C:20]1[CH:25]=[CH:24][C:23]([C:26]([OH:31])([C:38]([F:41])([F:40])[F:39])[C:27]([F:28])([F:30])[F:29])=[C:22]([F:32])[C:21]=1[CH:33]([F:34])[F:35], predict the reactants needed to synthesize it. The reactants are: [F-].C([N+](CCCC)(CCCC)CCCC)CCC.[Br:19][C:20]1[CH:25]=[CH:24][C:23]([C:26](=[O:31])[C:27]([F:30])([F:29])[F:28])=[C:22]([F:32])[C:21]=1[CH:33]([F:35])[F:34].C[Si](C)(C)[C:38]([F:41])([F:40])[F:39]. (4) The reactants are: [CH3:1][O:2][C:3](=[O:11])[C:4]1[CH:9]=[CH:8][C:7](Cl)=[N:6][CH:5]=1.[F:12][C:13]1[CH:18]=[C:17]([F:19])[CH:16]=[CH:15][C:14]=1[OH:20].O.C(=O)([O-])[O-].[K+].[K+]. Given the product [CH3:1][O:2][C:3](=[O:11])[C:4]1[CH:9]=[CH:8][C:7]([O:20][C:14]2[CH:15]=[CH:16][C:17]([F:19])=[CH:18][C:13]=2[F:12])=[N:6][CH:5]=1, predict the reactants needed to synthesize it. (5) Given the product [CH2:12]([O:14][C:15]([C:16]1[CH:17]=[C:18]([CH3:19])[N:1]([C:2]2[CH:11]=[CH:10][CH:9]=[C:4]([C:5]([O:7][CH3:8])=[O:6])[CH:3]=2)[C:21]=1[C:22]1[CH:23]=[CH:24][CH:25]=[CH:26][CH:27]=1)=[O:29])[CH3:13], predict the reactants needed to synthesize it. The reactants are: [NH2:1][C:2]1[CH:3]=[C:4]([CH:9]=[CH:10][CH:11]=1)[C:5]([O:7][CH3:8])=[O:6].[CH2:12]([O:14][C:15](=[O:29])[CH:16]([C:21](=O)[C:22]1[CH:27]=[CH:26][CH:25]=[CH:24][CH:23]=1)[CH2:17][C:18](=O)[CH3:19])[CH3:13].CC1C=CC(S(O)(=O)=O)=CC=1.